This data is from Peptide-MHC class I binding affinity with 185,985 pairs from IEDB/IMGT. The task is: Regression. Given a peptide amino acid sequence and an MHC pseudo amino acid sequence, predict their binding affinity value. This is MHC class I binding data. (1) The peptide sequence is SMNYPNSYK. The MHC is HLA-B15:17 with pseudo-sequence HLA-B15:17. The binding affinity (normalized) is 0.0847. (2) The peptide sequence is DAYNIADAA. The MHC is HLA-A02:01 with pseudo-sequence HLA-A02:01. The binding affinity (normalized) is 0. (3) The peptide sequence is GSFQEFRSNH. The MHC is HLA-A11:01 with pseudo-sequence HLA-A11:01. The binding affinity (normalized) is 0.180. (4) The peptide sequence is AVRHFPRIW. The MHC is HLA-A68:02 with pseudo-sequence HLA-A68:02. The binding affinity (normalized) is 0. (5) The binding affinity (normalized) is 0.0847. The MHC is HLA-A03:01 with pseudo-sequence HLA-A03:01. The peptide sequence is MQIDGGEGV. (6) The peptide sequence is DLAAGVDVV. The MHC is HLA-B58:01 with pseudo-sequence HLA-B58:01. The binding affinity (normalized) is 0.0847. (7) The peptide sequence is VQTLISLNSM. The MHC is HLA-A02:01 with pseudo-sequence HLA-A02:01. The binding affinity (normalized) is 0.486. (8) The peptide sequence is GTITGGVCYY. The binding affinity (normalized) is 0.0351. The MHC is HLA-B07:02 with pseudo-sequence HLA-B07:02. (9) The peptide sequence is TSSFREKSR. The MHC is HLA-A11:01 with pseudo-sequence HLA-A11:01. The binding affinity (normalized) is 0.200.